From a dataset of Forward reaction prediction with 1.9M reactions from USPTO patents (1976-2016). Predict the product of the given reaction. (1) Given the reactants [CH:1]([Si:4]([CH:17]([CH3:19])[CH3:18])([CH:14]([CH3:16])[CH3:15])[O:5][C:6]([C:8]1[CH:13]=[N:12][CH:11]=[CH:10][N:9]=1)=[CH2:7])([CH3:3])[CH3:2].C1C(=O)N([Cl:27])C(=O)C1, predict the reaction product. The product is: [CH:17]([Si:4]([CH:1]([CH3:2])[CH3:3])([CH:14]([CH3:16])[CH3:15])[O:5][C:6]([C:8]1[CH:13]=[N:12][CH:11]=[CH:10][N:9]=1)=[CH:7][Cl:27])([CH3:19])[CH3:18]. (2) Given the reactants [F:1][C:2]1[C:7]([F:8])=[CH:6][C:5]([F:9])=[C:4]([F:10])[C:3]=1[OH:11].C(=O)([O-])[O-].[K+].[K+].Br[CH2:19][CH2:20][CH2:21][CH2:22][CH2:23][CH2:24][CH2:25][CH2:26][CH2:27][CH2:28][CH2:29][CH3:30].O, predict the reaction product. The product is: [CH2:30]([O:11][C:3]1[C:2]([F:1])=[C:7]([F:8])[CH:6]=[C:5]([F:9])[C:4]=1[F:10])[CH2:29][CH2:28][CH2:27][CH2:26][CH2:25][CH2:24][CH2:23][CH2:22][CH2:21][CH2:20][CH3:19].